Dataset: Full USPTO retrosynthesis dataset with 1.9M reactions from patents (1976-2016). Task: Predict the reactants needed to synthesize the given product. (1) The reactants are: [F:1][C:2]1[CH:3]=[C:4]([C@@H:8]([C@@H:17]2[CH2:22][CH2:21][CH2:20][N:19]([C:23](=[O:36])[NH:24][C@@H:25]([CH2:29][C@@H:30]3[CH2:35][CH2:34][CH2:33][O:32][CH2:31]3)[CH2:26][NH:27][CH3:28])[CH2:18]2)[O:9][CH2:10][CH2:11][NH:12][C:13](=[O:16])[O:14][CH3:15])[CH:5]=[CH:6][CH:7]=1.[C:37]([OH:44])(=[O:43])/[CH:38]=[CH:39]/[C:40]([OH:42])=[O:41]. Given the product [C:37]([OH:44])(=[O:43])/[CH:38]=[CH:39]/[C:40]([OH:42])=[O:41].[F:1][C:2]1[CH:3]=[C:4]([C@@H:8]([C@@H:17]2[CH2:22][CH2:21][CH2:20][N:19]([C:23](=[O:36])[NH:24][C@@H:25]([CH2:29][C@@H:30]3[CH2:35][CH2:34][CH2:33][O:32][CH2:31]3)[CH2:26][NH:27][CH3:28])[CH2:18]2)[O:9][CH2:10][CH2:11][NH:12][C:13](=[O:16])[O:14][CH3:15])[CH:5]=[CH:6][CH:7]=1, predict the reactants needed to synthesize it. (2) Given the product [CH3:30][N:10]1[C:11](=[O:13])[CH:12]=[C:7]([N:1]2[CH2:2][CH2:3][O:4][CH2:5][CH2:6]2)[N:8]=[C:9]1[CH2:14][C:15]([NH:28][C:27]1[CH:26]=[CH:25][CH:24]=[CH:23][CH:22]=1)=[O:17], predict the reactants needed to synthesize it. The reactants are: [N:1]1([C:7]2[N:8]=[C:9]([CH2:14][C:15]([O-:17])=O)[NH:10][C:11](=[O:13])[CH:12]=2)[CH2:6][CH2:5][O:4][CH2:3][CH2:2]1.[Na+].O1[C:23]2=[CH:24][CH:25]=[CH:26][C:27]([NH2:28])=[C:22]2C=C1.Cl.[CH3:30]N(C)CCCN=C=NCC. (3) Given the product [CH3:29][C:24]1([CH3:30])[C:25]([CH3:28])([CH3:27])[O:26][B:22]([C:2]2[CH:7]=[CH:6][C:5]([CH2:8][C:9]([NH:11][C:12]3[CH:17]=[CH:16][CH:15]=[C:14]([C:18]([F:21])([F:20])[F:19])[CH:13]=3)=[O:10])=[CH:4][CH:3]=2)[O:23]1, predict the reactants needed to synthesize it. The reactants are: Br[C:2]1[CH:7]=[CH:6][C:5]([CH2:8][C:9]([NH:11][C:12]2[CH:17]=[CH:16][CH:15]=[C:14]([C:18]([F:21])([F:20])[F:19])[CH:13]=2)=[O:10])=[CH:4][CH:3]=1.[B:22]1([B:22]2[O:26][C:25]([CH3:28])([CH3:27])[C:24]([CH3:30])([CH3:29])[O:23]2)[O:26][C:25]([CH3:28])([CH3:27])[C:24]([CH3:30])([CH3:29])[O:23]1.C([O-])(=O)C.[K+].C1(P(C2CCCCC2)C2CCCCC2)CCCCC1. (4) Given the product [NH2:20][C@@H:18]([CH3:19])[CH2:17][N:13]1[CH:12]=[C:11]([Cl:15])[C:10]([C:8]2[CH:7]=[CH:6][C:3]([C:4]#[N:5])=[C:2]([Cl:1])[CH:9]=2)=[N:14]1, predict the reactants needed to synthesize it. The reactants are: [Cl:1][C:2]1[CH:9]=[C:8]([C:10]2[NH:14][N:13]=[CH:12][C:11]=2[Cl:15])[CH:7]=[CH:6][C:3]=1[C:4]#[N:5].O[CH2:17][C@@H:18]([NH:20]C(=O)OC(C)(C)C)[CH3:19].C1(P(C2C=CC=CC=2)C2C=CC=CC=2)C=CC=CC=1.N(C(OC(C)(C)C)=O)=NC(OC(C)(C)C)=O. (5) Given the product [CH2:9]([NH:1][CH2:2][CH2:3][C:4]1[NH:8][CH:7]=[N:6][CH:5]=1)[C:10]1[CH:15]=[CH:14][CH:13]=[CH:12][CH:11]=1, predict the reactants needed to synthesize it. The reactants are: [NH2:1][CH2:2][CH2:3][C:4]1[N:8]=[CH:7][NH:6][CH:5]=1.[CH:9](=O)[C:10]1[CH:15]=[CH:14][CH:13]=[CH:12][CH:11]=1.[BH4-].[Na+]. (6) Given the product [Cl:1][C:2]1[CH:7]=[CH:6][C:5]([CH:8]2[CH2:13][C:12](=[O:14])[NH:11][C:10]([CH3:15])=[C:9]2[C:16]([NH:20][C:21]2[CH:22]=[C:23]3[C:27](=[C:28]([Cl:30])[CH:29]=2)[NH:26][N:25]=[CH:24]3)=[O:18])=[C:4]([F:19])[CH:3]=1, predict the reactants needed to synthesize it. The reactants are: [Cl:1][C:2]1[CH:7]=[CH:6][C:5]([CH:8]2[CH2:13][C:12](=[O:14])[NH:11][C:10]([CH3:15])=[C:9]2[C:16]([OH:18])=O)=[C:4]([F:19])[CH:3]=1.[NH2:20][C:21]1[CH:22]=[C:23]2[C:27](=[C:28]([Cl:30])[CH:29]=1)[NH:26][N:25]=[CH:24]2.C(Cl)CCl.CCN(CC)CC. (7) Given the product [CH3:1][S:2]([C:5]1[CH:6]=[C:7]([NH:11][C:12]2[C:13]3[N:30]=[CH:29][S:28][C:14]=3[N:15]=[C:16]([C:18]3[CH:19]=[C:20]([CH:25]=[CH:26][CH:27]=3)[C:21]([OH:23])=[O:22])[N:17]=2)[CH:8]=[CH:9][CH:10]=1)(=[O:3])=[O:4], predict the reactants needed to synthesize it. The reactants are: [CH3:1][S:2]([C:5]1[CH:6]=[C:7]([NH:11][C:12]2[C:13]3[N:30]=[CH:29][S:28][C:14]=3[N:15]=[C:16]([C:18]3[CH:19]=[C:20]([CH:25]=[CH:26][CH:27]=3)[C:21]([O:23]C)=[O:22])[N:17]=2)[CH:8]=[CH:9][CH:10]=1)(=[O:4])=[O:3].[OH-].[Na+].Cl.